Task: Predict which catalyst facilitates the given reaction.. Dataset: Catalyst prediction with 721,799 reactions and 888 catalyst types from USPTO (1) Reactant: [Cl:1][C:2]1[CH:7]=[C:6]([O:8][CH3:9])[CH:5]=[C:4]([CH2:10]Cl)[CH:3]=1.[S:12]([O-:15])([O-:14])=[O:13].[Na+].[Na+].C1(C)C=CC=CC=1. Product: [Cl:1][C:2]1[CH:3]=[C:4]([CH2:10][S:12]([OH:15])(=[O:14])=[O:13])[CH:5]=[C:6]([O:8][CH3:9])[CH:7]=1. The catalyst class is: 283. (2) Reactant: [C:1]([Si:5]([CH3:21])([CH3:20])[O:6][CH2:7][C@@H:8]([OH:19])[CH2:9][N:10]1[CH:14]=[C:13]([N+:15]([O-:17])=[O:16])[N:12]=[C:11]1[Cl:18])([CH3:4])([CH3:3])[CH3:2].[O:22]1[CH:27]=[CH:26][CH2:25][CH2:24][CH2:23]1.C1(C)C=CC(S([O-])(=O)=O)=CC=1.[NH+]1C=CC=CC=1. Product: [C:1]([Si:5]([CH3:21])([CH3:20])[O:6][CH2:7][C@@H:8]([O:19][CH:23]1[CH2:24][CH2:25][CH2:26][CH2:27][O:22]1)[CH2:9][N:10]1[CH:14]=[C:13]([N+:15]([O-:17])=[O:16])[N:12]=[C:11]1[Cl:18])([CH3:4])([CH3:3])[CH3:2]. The catalyst class is: 4. (3) Reactant: Cl[C:2]1[CH:7]=[CH:6][CH:5]=[C:4]([C:8]([O:10]O)=O)[CH:3]=1.CC(=C)C[N:15]1[C:20]2C=CC=[CH:24][C:19]=2[CH2:18][O:17][C:16]1=[O:25].S([O-])([O-])(=O)=S.[Na+].[Na+].C(=O)([O-])O.[Na+]. The catalyst class is: 2. Product: [CH3:24][C:19]1([CH2:20][N:15]2[C:5]3[CH:6]=[CH:7][CH:2]=[CH:3][C:4]=3[CH2:8][O:10][C:16]2=[O:25])[CH2:18][O:17]1. (4) Reactant: Cl[C:2]1[C:7]([CH:8]=O)=[C:6]([CH3:10])[N:5]=[C:4]([Cl:11])[CH:3]=1.[NH2:12][NH2:13]. Product: [Cl:11][C:4]1[N:5]=[C:6]([CH3:10])[C:7]2[CH:8]=[N:12][NH:13][C:2]=2[CH:3]=1. The catalyst class is: 474. (5) Product: [Cl:23][CH2:24][CH2:25][NH:26][C:2]1[N:11]=[C:10]([N:12]([C:14]2[CH:19]=[CH:18][C:17]([O:20][CH3:21])=[CH:16][CH:15]=2)[CH3:13])[C:9]2[C:4](=[CH:5][CH:6]=[CH:7][CH:8]=2)[N:3]=1. The catalyst class is: 3. Reactant: Cl[C:2]1[N:11]=[C:10]([N:12]([C:14]2[CH:19]=[CH:18][C:17]([O:20][CH3:21])=[CH:16][CH:15]=2)[CH3:13])[C:9]2[C:4](=[CH:5][CH:6]=[CH:7][CH:8]=2)[N:3]=1.Cl.[Cl:23][CH2:24][CH2:25][NH2:26].CN1CCOCC1. (6) Reactant: [F:1][C:2]([F:12])([F:11])[C:3]1[N:8]=[C:7]([CH:9]=[O:10])[CH:6]=[CH:5][CH:4]=1.[CH2:13](O)[CH2:14][CH:15]=[CH2:16].[S:18]([OH:22])([CH3:21])(=[O:20])=[O:19].C([O-])(O)=O.[Na+]. Product: [CH3:21][S:18]([O:22][CH:14]1[CH2:15][CH2:16][O:10][CH:9]([C:7]2[CH:6]=[CH:5][CH:4]=[C:3]([C:2]([F:11])([F:1])[F:12])[N:8]=2)[CH2:13]1)(=[O:20])=[O:19]. The catalyst class is: 2. (7) Reactant: [CH:1]([CH:4]([CH:7]([CH:10]([CH3:12])[CH3:11])[CH2:8][OH:9])[CH2:5][OH:6])([CH3:3])[CH3:2].[CH2:13]1[CH2:17][O:16][CH2:15][CH2:14]1.[C:18](Cl)(=[O:25])[C:19]1[CH:24]=[CH:23][CH:22]=[CH:21][CH:20]=1.N1C=C[CH:30]=[CH:29][CH:28]=1. Product: [C:15]([O:9][CH2:8][CH:7]([CH:10]([CH3:12])[CH3:11])[CH:4]([CH:1]([CH3:3])[CH3:2])[CH2:5][O:6][C:18](=[O:25])[C:19]1[CH:24]=[CH:23][CH:22]=[CH:21][CH:20]=1)(=[O:16])[C:14]1[CH:13]=[CH:17][CH:30]=[CH:29][CH:28]=1. The catalyst class is: 6. (8) Reactant: [CH:1]1([NH:6][CH2:7][CH:8]2[CH2:12][CH2:11][O:10][C:9]2=[O:13])[CH2:5][CH2:4][CH2:3][CH2:2]1.[Cl:14][C:15]1[N:20]=[C:19](Cl)[C:18]([N+:22]([O-:24])=[O:23])=[CH:17][N:16]=1.C(=O)(O)[O-].[K+]. Product: [Cl:14][C:15]1[N:20]=[C:19]([N:6]([CH2:7][CH:8]2[CH2:12][CH2:11][O:10][C:9]2=[O:13])[CH:1]2[CH2:2][CH2:3][CH2:4][CH2:5]2)[C:18]([N+:22]([O-:24])=[O:23])=[CH:17][N:16]=1. The catalyst class is: 280.